This data is from Forward reaction prediction with 1.9M reactions from USPTO patents (1976-2016). The task is: Predict the product of the given reaction. (1) Given the reactants [CH2:1]([S:8]([C:11]1[CH2:15][C:14]([CH2:17][CH3:18])([CH3:16])[O:13][N:12]=1)(=[O:10])=[O:9])[C:2]1[CH:7]=[CH:6][CH:5]=[CH:4][CH:3]=1.C1C=CC(S(N(S(C2C=CC=CC=2)(=O)=O)[F:29])(=O)=O)=CC=1.CC(C)([O-])C.[K+], predict the reaction product. The product is: [CH2:17]([C:14]1([CH3:16])[O:13][N:12]=[C:11]([S:8]([CH:1]([F:29])[C:2]2[CH:3]=[CH:4][CH:5]=[CH:6][CH:7]=2)(=[O:9])=[O:10])[CH2:15]1)[CH3:18]. (2) The product is: [C:18]([NH:17][C:15]([C:11]1[N:12]=[N:13][S:14][C:10]=1[NH:9][C:3]1[CH:4]=[CH:5][CH:6]=[CH:7][CH:8]=1)=[O:16])(=[O:20])[CH3:19]. Given the reactants [H-].[Na+].[C:3]1([NH:9][C:10]2[S:14][N:13]=[N:12][C:11]=2[C:15]([NH2:17])=[O:16])[CH:8]=[CH:7][CH:6]=[CH:5][CH:4]=1.[C:18](Cl)(=[O:20])[CH3:19], predict the reaction product. (3) Given the reactants [CH3:1][O:2][C:3]1[CH:4]=[C:5]2[C:10](=[CH:11][C:12]=1[O:13][CH3:14])[N:9]=[CH:8][CH:7]=[C:6]2[O:15][C:16]1[CH:22]=[CH:21][C:19]([NH2:20])=[CH:18][CH:17]=1.Cl[C:24](Cl)([O:26][C:27](=[O:33])OC(Cl)(Cl)Cl)Cl.[CH3:35][N:36]1[CH2:41][CH2:40]C(O)[CH2:38][CH2:37]1.C(=O)(O)[O-].[Na+], predict the reaction product. The product is: [CH3:1][O:2][C:3]1[CH:4]=[C:5]2[C:10](=[CH:11][C:12]=1[O:13][CH3:14])[N:9]=[CH:8][CH:7]=[C:6]2[O:15][C:16]1[CH:22]=[CH:21][C:19]([NH:20][C:27](=[O:33])[O:26][CH:24]2[CH2:40][CH2:41][N:36]([CH3:35])[CH2:37][CH2:38]2)=[CH:18][CH:17]=1. (4) The product is: [CH3:33][C:32]1[CH:31]=[CH:30][C:29]([C:34]([N:51]2[CH2:56][CH2:55][O:54][CH2:53][CH2:52]2)=[O:35])=[CH:28][C:27]=1[C:24]1[CH:23]=[CH:22][C:21]([CH2:20][C@H:19]([NH:18][C:16]([C@H:13]2[CH2:12][CH2:11][C@H:10]([CH2:9][NH:8][C:6](=[O:7])[O:5][C:1]([CH3:2])([CH3:4])[CH3:3])[CH2:15][CH2:14]2)=[O:17])[C:37](=[O:50])[NH:38][C:39]2[CH:44]=[CH:43][C:42]([C:45]3[N:49]=[N:48][NH:47][N:46]=3)=[CH:41][CH:40]=2)=[CH:26][CH:25]=1. Given the reactants [C:1]([O:5][C:6]([NH:8][CH2:9][C@H:10]1[CH2:15][CH2:14][C@H:13]([C:16]([NH:18][C@H:19]([C:37](=[O:50])[NH:38][C:39]2[CH:44]=[CH:43][C:42]([C:45]3[N:46]=[N:47][NH:48][N:49]=3)=[CH:41][CH:40]=2)[CH2:20][C:21]2[CH:26]=[CH:25][C:24]([C:27]3[C:32]([CH3:33])=[CH:31][CH:30]=[C:29]([C:34](O)=[O:35])[CH:28]=3)=[CH:23][CH:22]=2)=[O:17])[CH2:12][CH2:11]1)=[O:7])([CH3:4])([CH3:3])[CH3:2].[NH:51]1[CH2:56][CH2:55][O:54][CH2:53][CH2:52]1.C(N(CC)C(C)C)(C)C.F[P-](F)(F)(F)(F)F.CN(C(N(C)C)=[N+]1C2C(=NC=CC=2)[N+]([O-])=N1)C, predict the reaction product. (5) Given the reactants [N:1]1[CH:6]=[CH:5][C:4]([C:7]([OH:9])=O)=[CH:3][N:2]=1.[C:10]([C:14]1[N:19]=[C:18]([N:20]2[CH2:25][CH2:24][N:23]([CH2:26][CH2:27][CH2:28][CH2:29][NH2:30])[CH2:22][CH2:21]2)[CH:17]=[C:16]([CH:31]2[CH2:34][CH2:33][CH2:32]2)[N:15]=1)([CH3:13])([CH3:12])[CH3:11].C(N(C(C)C)CC)(C)C.OC1C2N=NNC=2C=CC=1.[ClH:54].C(N=C=NCCCN(C)C)C, predict the reaction product. The product is: [ClH:54].[ClH:54].[C:10]([C:14]1[N:19]=[C:18]([N:20]2[CH2:21][CH2:22][N:23]([CH2:26][CH2:27][CH2:28][CH2:29][NH:30][C:7]([C:4]3[CH:5]=[CH:6][N:1]=[N:2][CH:3]=3)=[O:9])[CH2:24][CH2:25]2)[CH:17]=[C:16]([CH:31]2[CH2:34][CH2:33][CH2:32]2)[N:15]=1)([CH3:13])([CH3:11])[CH3:12].